From a dataset of Reaction yield outcomes from USPTO patents with 853,638 reactions. Predict the reaction yield, written as a fraction of the theoretical maximum amount of product (1.0 means a 100% yield; for example, 0.34 means a 34% yield). (1) The catalyst is CN(C=O)C. The product is [C:2]([C:4]1[CH:5]=[C:6]([CH:27]=[CH:28][CH:29]=1)[C:7]([NH:9][C:10]1[C:11]([CH3:26])=[C:12]2[C:18]([CH:19]3[CH2:20][CH2:21][N:22]([C:69](=[O:70])[C@@H:68]([CH:63]4[CH2:67][CH2:66][CH2:65][CH2:64]4)[CH3:72])[CH2:23][CH2:24]3)=[CH:17][N:16]([CH3:25])[C:13]2=[N:14][CH:15]=1)=[O:8])#[N:3]. The yield is 0.970. The reactants are Cl.[C:2]([C:4]1[CH:5]=[C:6]([CH:27]=[CH:28][CH:29]=1)[C:7]([NH:9][C:10]1[C:11]([CH3:26])=[C:12]2[C:18]([CH:19]3[CH2:24][CH2:23][NH:22][CH2:21][CH2:20]3)=[CH:17][N:16]([CH3:25])[C:13]2=[N:14][CH:15]=1)=[O:8])#[N:3].CCN(C(C)C)C(C)C.CN(C(ON1N=NC2C=CC=NC1=2)=[N+](C)C)C.F[P-](F)(F)(F)(F)F.[CH:63]1([C@@H:68]([CH3:72])[C:69](O)=[O:70])[CH2:67][CH2:66][CH2:65][CH2:64]1. (2) The reactants are [CH3:1][O:2][C:3]1[CH:4]=[C:5](O)[C:6](=[C:9]([O:11][CH3:12])[CH:10]=1)[CH:7]=O.[CH3:14][O:15][C:16]1[CH:29]=[CH:28][C:19]([CH2:20][S:21]([CH2:24][C:25]([OH:27])=[O:26])(=[O:23])=[O:22])=[CH:18][C:17]=1[N+:30]([O-:32])=[O:31]. The catalyst is C(O)(=O)C. The product is [CH3:14][O:15][C:16]1[CH:29]=[CH:28][C:19]([CH2:20][S:21]([C:24]2[C:25](=[O:27])[O:26][C:5]3[C:6]([CH:7]=2)=[C:9]([O:11][CH3:12])[CH:10]=[C:3]([O:2][CH3:1])[CH:4]=3)(=[O:22])=[O:23])=[CH:18][C:17]=1[N+:30]([O-:32])=[O:31]. The yield is 0.470. (3) The yield is 0.780. The catalyst is CN(C=O)C.C(OCC)(=O)C.O.[Cl-].[Na+].O. The reactants are I[C:2]1[CH:7]=[N:6][CH:5]=[C:4]([I:8])[N:3]=1.[CH2:9]([C@H:13]1[CH2:18][NH:17][CH2:16][CH2:15][N:14]1[C:19]([O:21][C:22]([CH3:25])([CH3:24])[CH3:23])=[O:20])[CH:10]([CH3:12])[CH3:11].C([O-])([O-])=O.[K+].[K+]. The product is [I:8][C:4]1[N:3]=[C:2]([N:17]2[CH2:16][CH2:15][N:14]([C:19]([O:21][C:22]([CH3:23])([CH3:24])[CH3:25])=[O:20])[C@@H:13]([CH2:9][CH:10]([CH3:12])[CH3:11])[CH2:18]2)[CH:7]=[N:6][CH:5]=1. (4) The reactants are C(N(CC)CC)C.C(O)=O.[C:11]([NH:14][CH:15]([C:21](=[O:37])[CH2:22][CH2:23][CH2:24][CH2:25][CH2:26][CH2:27][CH2:28][CH2:29][CH2:30][CH2:31][CH2:32][CH2:33][CH2:34][CH2:35][CH3:36])[C:16]([O:18][CH2:19][CH3:20])=[O:17])(=[O:13])[CH3:12]. The catalyst is C1COCC1. The product is [C:11]([NH:14][C@H:15]([C@H:21]([OH:37])[CH2:22][CH2:23][CH2:24][CH2:25][CH2:26][CH2:27][CH2:28][CH2:29][CH2:30][CH2:31][CH2:32][CH2:33][CH2:34][CH2:35][CH3:36])[C:16]([O:18][CH2:19][CH3:20])=[O:17])(=[O:13])[CH3:12]. The yield is 0.940. (5) The product is [Cl:14][C:11]1[CH:12]=[CH:13][C:8]([C:7]2[C:6]([C:15]3[CH:20]=[CH:19][C:18]([Cl:21])=[CH:17][CH:16]=3)=[CH:5][N:4]=[N:3][C:2]=2[NH:23][NH2:24])=[CH:9][CH:10]=1. The yield is 0.960. The catalyst is N1C=CC=CC=1. The reactants are Cl[C:2]1[N:3]=[N:4][CH:5]=[C:6]([C:15]2[CH:20]=[CH:19][C:18]([Cl:21])=[CH:17][CH:16]=2)[C:7]=1[C:8]1[CH:13]=[CH:12][C:11]([Cl:14])=[CH:10][CH:9]=1.O.[NH2:23][NH2:24].O. (6) The product is [C:11]([NH:10][C:6]1[CH:5]=[C:4]([C:1]2[S:3][C:15]([C:16]([O:18][CH2:19][CH3:20])=[O:17])=[C:21]([OH:28])[N:2]=2)[CH:9]=[CH:8][N:7]=1)(=[O:13])[CH3:12]. The reactants are [C:1]([C:4]1[CH:9]=[CH:8][N:7]=[C:6]([NH:10][C:11](=[O:13])[CH3:12])[CH:5]=1)(=[S:3])[NH2:2].Cl[CH:15]([C:21](=[O:28])C1C=CC=CC=1)[C:16]([O:18][CH2:19][CH3:20])=[O:17].S(=O)(=O)(O)O. The catalyst is CC(O)C.[Br-].C([N+](CCCC)(CCCC)CCCC)CCC.C(OCC)(=O)C.C(=O)(O)[O-].[Na+].C(OC(=O)C)(=O)C. The yield is 0.310. (7) The reactants are [CH2:1]([O:3][C:4]([C:6]1[CH:7]=[N:8][NH:9][CH:10]=1)=[O:5])[CH3:2].[CH3:11][O:12][C:13]1[CH:20]=[CH:19][C:16]([CH2:17]Br)=[CH:15][CH:14]=1.C(=O)([O-])[O-].[K+].[K+]. The catalyst is CC(C)=O. The product is [CH2:1]([O:3][C:4]([C:6]1[CH:7]=[N:8][N:9]([CH2:17][C:16]2[CH:19]=[CH:20][C:13]([O:12][CH3:11])=[CH:14][CH:15]=2)[CH:10]=1)=[O:5])[CH3:2]. The yield is 0.970.